From a dataset of Reaction yield outcomes from USPTO patents with 853,638 reactions. Predict the reaction yield, written as a fraction of the theoretical maximum amount of product (1.0 means a 100% yield; for example, 0.34 means a 34% yield). (1) The reactants are [CH:1]1([NH:4][C:5]([C:7]2[CH:8]=[C:9]([F:31])[C:10]([CH3:30])=[C:11]([C:13]3[C:14]([C:27](O)=[O:28])=[CH:15][C:16]([C:19]([NH:21][CH2:22][C:23]([CH3:26])([CH3:25])[CH3:24])=[O:20])=[CH:17][CH:18]=3)[CH:12]=2)=[O:6])[CH2:3][CH2:2]1.C[N:33](C(ON1N=NC2C=CC=CC1=2)=[N+](C)C)C.F[P-](F)(F)(F)(F)F.CCN(CC)CC.N. The catalyst is CN(C=O)C. The product is [CH:1]1([NH:4][C:5]([C:7]2[CH:12]=[C:11]([C:13]3[C:14]([C:27]([NH2:33])=[O:28])=[CH:15][C:16]([C:19]([NH:21][CH2:22][C:23]([CH3:25])([CH3:26])[CH3:24])=[O:20])=[CH:17][CH:18]=3)[C:10]([CH3:30])=[C:9]([F:31])[CH:8]=2)=[O:6])[CH2:3][CH2:2]1. The yield is 0.320. (2) The reactants are C[O:2][C:3]([C:5]1[C:6]([C:10]2[CH:15]=[CH:14][CH:13]=[CH:12][CH:11]=2)=[N:7][O:8][CH:9]=1)=O.C(OC(C1C(C2C=CC=CC=2F)=NOC=1C)=O)C. No catalyst specified. The product is [C:10]1([C:6]2[C:5]([CH2:3][OH:2])=[CH:9][O:8][N:7]=2)[CH:11]=[CH:12][CH:13]=[CH:14][CH:15]=1. The yield is 0.610. (3) The reactants are [C:1]([OH:5])(=[O:4])[CH:2]=[CH2:3].[NH2:6][C:7]1[CH:12]=[CH:11][C:10](Br)=[CH:9][N:8]=1.C([O-])([O-])=O.[Na+].[Na+]. The catalyst is O.Cl[Pd]Cl. The product is [NH2:6][C:7]1[N:8]=[CH:9][C:10](/[CH:3]=[CH:2]/[C:1]([OH:5])=[O:4])=[CH:11][CH:12]=1. The yield is 0.620. (4) The reactants are [I:1][C:2]1[CH:27]=[CH:26][C:5]([NH:6][CH2:7][C:8]2[CH:13]=[CH:12][C:11]([O:14][CH2:15][C:16]3[CH:21]=[CH:20][C:19]([O:22][CH3:23])=[CH:18][CH:17]=3)=[C:10]([O:24][CH3:25])[CH:9]=2)=[C:4]([N+:28]([O-])=O)[CH:3]=1.O.[Cl-].[NH4+]. The catalyst is O1CCCC1.C(O)C.O.O.O.O.O.O.O.S([O-])([O-])(=O)=O.[Fe+2].[Zn]. The product is [I:1][C:2]1[CH:3]=[C:4]([NH2:28])[C:5]([NH:6][CH2:7][C:8]2[CH:13]=[CH:12][C:11]([O:14][CH2:15][C:16]3[CH:21]=[CH:20][C:19]([O:22][CH3:23])=[CH:18][CH:17]=3)=[C:10]([O:24][CH3:25])[CH:9]=2)=[CH:26][CH:27]=1. The yield is 0.970. (5) The reactants are [CH3:1][CH:2]([C:4]1[C:9](/[CH:10]=[CH:11]/[C@@H:12]([OH:24])[CH2:13][C@@H:14]([OH:23])[CH2:15][C:16]([O:18]C(C)(C)C)=[O:17])=[C:8]([C:25]2[CH:30]=[CH:29][C:28]([F:31])=[CH:27][CH:26]=2)[N:7]=[C:6]([N:32]([S:34]([CH3:37])(=[O:36])=[O:35])[CH3:33])[N:5]=1)[CH3:3].[OH-].[Na+:39]. The catalyst is C1COCC1.O. The product is [CH3:3][CH:2]([C:4]1[C:9]([CH:10]=[CH:11][CH:12]([OH:24])[CH2:13][CH:14]([OH:23])[CH2:15][C:16]([O-:18])=[O:17])=[C:8]([C:25]2[CH:26]=[CH:27][C:28]([F:31])=[CH:29][CH:30]=2)[N:7]=[C:6]([N:32]([S:34]([CH3:37])(=[O:36])=[O:35])[CH3:33])[N:5]=1)[CH3:1].[Na+:39]. The yield is 1.00. (6) The product is [F:1][C:2]1[C:10]([F:11])=[CH:9][C:8]([I:12])=[CH:7][C:3]=1[C:4]([N:16]([CH3:17])[CH3:13])=[O:5]. The yield is 0.870. The reactants are [F:1][C:2]1[C:10]([F:11])=[CH:9][C:8]([I:12])=[CH:7][C:3]=1[C:4](O)=[O:5].[CH:13]([N:16](C(C)C)[CH2:17]C)(C)C.C(Cl)(=O)C(C)(C)C.CNC. The catalyst is ClCCl.O. (7) The reactants are [C:1]12([C:11]3[CH:12]=[C:13]([C:19]4[CH:20]=[C:21]5[C:26](=[CH:27][CH:28]=4)[CH:25]=[C:24]([CH2:29]O)[CH:23]=[CH:22]5)[CH:14]=[CH:15][C:16]=3[O:17][CH3:18])[CH2:10][CH:5]3[CH2:6][CH:7]([CH2:9][CH:3]([CH2:4]3)[CH2:2]1)[CH2:8]2.C1(P(C2C=CC=CC=2)C2C=CC=CC=2)C=CC=CC=1.N1C=CN=C1.[I:55]I. The catalyst is C1COCC1.CCOC(C)=O. The product is [C:1]12([C:11]3[CH:12]=[C:13]([C:19]4[CH:20]=[C:21]5[C:26](=[CH:27][CH:28]=4)[CH:25]=[C:24]([CH2:29][I:55])[CH:23]=[CH:22]5)[CH:14]=[CH:15][C:16]=3[O:17][CH3:18])[CH2:10][CH:5]3[CH2:6][CH:7]([CH2:9][CH:3]([CH2:4]3)[CH2:2]1)[CH2:8]2. The yield is 0.450.